From a dataset of Forward reaction prediction with 1.9M reactions from USPTO patents (1976-2016). Predict the product of the given reaction. Given the reactants Br[C:2]1[CH:7]=[CH:6][CH:5]=[C:4]([CH2:8][F:9])[N:3]=1.[C:10]([O:14][C:15](=[O:30])[N:16]([C:23]1[CH:28]=[CH:27][C:26]([F:29])=[CH:25][CH:24]=1)[C:17](=[O:22])[C:18]#[C:19][CH2:20][CH3:21])([CH3:13])([CH3:12])[CH3:11], predict the reaction product. The product is: [C:10]([O:14][C:15](=[O:30])[N:16]([C:17](=[O:22])[CH2:18][CH2:19][C:20]#[C:21][C:2]1[CH:7]=[CH:6][CH:5]=[C:4]([CH2:8][F:9])[N:3]=1)[C:23]1[CH:24]=[CH:25][C:26]([F:29])=[CH:27][CH:28]=1)([CH3:13])([CH3:11])[CH3:12].